This data is from Reaction yield outcomes from USPTO patents with 853,638 reactions. The task is: Predict the reaction yield, written as a fraction of the theoretical maximum amount of product (1.0 means a 100% yield; for example, 0.34 means a 34% yield). (1) The reactants are [Cl:1][C:2]1[S:6][C:5]([C:7]2[CH:14]=[CH:13][C:10]([C:11]#[N:12])=[C:9](F)[CH:8]=2)=[CH:4][CH:3]=1.Br.[CH:17]1([CH2:20][S:21]C(=N)N)[CH2:19][CH2:18]1. No catalyst specified. The product is [Cl:1][C:2]1[S:6][C:5]([C:7]2[CH:14]=[CH:13][C:10]([C:11]#[N:12])=[C:9]([S:21][CH2:20][CH:17]3[CH2:19][CH2:18]3)[CH:8]=2)=[CH:4][CH:3]=1. The yield is 0.910. (2) The reactants are [C:1]([NH:5][S:6]([C:9]1[C:18]2[C:13](=[CH:14][CH:15]=[CH:16][CH:17]=2)[C:12]([C:19]2[N:20]=[C:21]([C:31]([O-])=[O:32])[O:22][C:23]=2[CH2:24][CH:25]2[CH2:30][CH2:29][CH2:28][CH2:27][CH2:26]2)=[CH:11][CH:10]=1)(=[O:8])=[O:7])([CH3:4])([CH3:3])[CH3:2].[K+].CN(C(ON1N=[N:50][C:45]2[CH:46]=[CH:47]C=N[C:44]1=2)=[N+](C)C)C.F[P-](F)(F)(F)(F)F.CCN(C(C)C)C(C)C. The catalyst is CN(C=O)C.O.CC(=O)OCC. The product is [C:1]([NH:5][S:6]([C:9]1[C:18]2[C:13](=[CH:14][CH:15]=[CH:16][CH:17]=2)[C:12]([C:19]2[N:20]=[C:21]([C:31]([NH:50][CH:45]3[CH2:44][CH2:9][S:6](=[O:8])(=[O:7])[CH2:47][CH2:46]3)=[O:32])[O:22][C:23]=2[CH2:24][CH:25]2[CH2:26][CH2:27][CH2:28][CH2:29][CH2:30]2)=[CH:11][CH:10]=1)(=[O:8])=[O:7])([CH3:4])([CH3:2])[CH3:3]. The yield is 0.180.